Dataset: Full USPTO retrosynthesis dataset with 1.9M reactions from patents (1976-2016). Task: Predict the reactants needed to synthesize the given product. (1) Given the product [F:1][C:2]1[C:10]2[C:5](=[CH:6][C:7]([NH2:11])=[CH:8][CH:9]=2)[NH:4][N:3]=1, predict the reactants needed to synthesize it. The reactants are: [F:1][C:2]1[C:10]2[C:5](=[CH:6][C:7]([N+:11]([O-])=O)=[CH:8][CH:9]=2)[NH:4][N:3]=1. (2) Given the product [N:5]1([C:6]2[N:11]=[CH:10][C:9]([OH:12])=[CH:8][CH:7]=2)[CH:13]=[N:3][N:2]=[N:1]1, predict the reactants needed to synthesize it. The reactants are: [N-:1]=[N+:2]=[N-:3].[Na+].[NH2:5][C:6]1[N:11]=[CH:10][C:9]([OH:12])=[CH:8][CH:7]=1.[CH2:13](OC(OCC)OCC)C. (3) Given the product [Cl:1][C:2]1[CH:7]=[C:6]([CH:5]=[CH:4][C:3]=1[CH:9]([CH3:25])[C:10]([C:16]1[CH:17]=[C:18]([CH3:24])[C:19](=[O:23])[N:20]([CH3:22])[CH:21]=1)([OH:15])[C:11]([F:13])([F:14])[F:12])[O:8][C:31]1[CH:30]=[CH:29][C:28]([C:26]#[N:27])=[C:33]([CH3:34])[N:32]=1, predict the reactants needed to synthesize it. The reactants are: [Cl:1][C:2]1[CH:7]=[C:6]([OH:8])[CH:5]=[CH:4][C:3]=1[CH:9]([CH3:25])[C:10]([C:16]1[CH:17]=[C:18]([CH3:24])[C:19](=[O:23])[N:20]([CH3:22])[CH:21]=1)([OH:15])[C:11]([F:14])([F:13])[F:12].[C:26]([C:28]1[CH:29]=[CH:30][C:31](F)=[N:32][C:33]=1[CH3:34])#[N:27].N12CCN(CC1)CC2. (4) Given the product [CH3:9][O:8][C:5]1[CH:6]=[CH:7][C:2]([NH:25][C:22]2[CH:23]=[CH:24][C:19]([O:18][CH3:17])=[C:20]([CH3:32])[CH:21]=2)=[CH:3][C:4]=1[CH3:10], predict the reactants needed to synthesize it. The reactants are: Br[C:2]1[CH:7]=[CH:6][C:5]([O:8][CH3:9])=[C:4]([CH3:10])[CH:3]=1.CC(C)([O-])C.[Na+].[CH3:17][O:18][C:19]1[CH:24]=[CH:23][C:22]([NH:25]C2C=CC=CC=2)=[CH:21][C:20]=1[CH3:32]. (5) Given the product [Br:15][C:16]1[CH:17]=[C:18]([CH3:28])[C:19]([C:22]2[CH2:23][CH2:24][N:25]([CH:32]3[CH2:33][CH2:34][O:29][CH2:30][CH2:31]3)[CH2:26][CH:27]=2)=[N:20][CH:21]=1, predict the reactants needed to synthesize it. The reactants are: C(O[BH-](OC(=O)C)OC(=O)C)(=O)C.[Na+].[Br:15][C:16]1[CH:17]=[C:18]([CH3:28])[C:19]([C:22]2[CH2:23][CH2:24][NH:25][CH2:26][CH:27]=2)=[N:20][CH:21]=1.[O:29]1[CH2:34][CH2:33][C:32](=O)[CH2:31][CH2:30]1.[OH-].[Na+].